This data is from Forward reaction prediction with 1.9M reactions from USPTO patents (1976-2016). The task is: Predict the product of the given reaction. Given the reactants [N:1]([CH:4]([C:6]1[N:7]=[C:8]2[S:23][CH:22]=[C:21]([CH3:24])[N:9]2[C:10](=[O:20])[C:11]=1[C:12]1[CH:17]=[C:16]([F:18])[CH:15]=[CH:14][C:13]=1[F:19])[CH3:5])=[N+]=[N-].CP(C)C, predict the reaction product. The product is: [NH2:1][CH:4]([C:6]1[N:7]=[C:8]2[S:23][CH:22]=[C:21]([CH3:24])[N:9]2[C:10](=[O:20])[C:11]=1[C:12]1[CH:17]=[C:16]([F:18])[CH:15]=[CH:14][C:13]=1[F:19])[CH3:5].